Predict the reaction yield, written as a fraction of the theoretical maximum amount of product (1.0 means a 100% yield; for example, 0.34 means a 34% yield). From a dataset of Reaction yield outcomes from USPTO patents with 853,638 reactions. (1) The product is [C:2]1([N:14]([C:15]2[CH:16]=[CH:17][CH:18]=[CH:19][CH:20]=2)[C:8]2[CH:13]=[CH:12][CH:11]=[CH:10][CH:9]=2)[CH:7]=[CH:6][CH:5]=[CH:4][CH:3]=1. The catalyst is C1C=CC(/C=C/C(/C=C/C2C=CC=CC=2)=O)=CC=1.C1C=CC(/C=C/C(/C=C/C2C=CC=CC=2)=O)=CC=1.[Pd].C1(C)C=CC=CC=1. The reactants are Br[C:2]1[CH:7]=[CH:6][CH:5]=[CH:4][CH:3]=1.[C:8]1([NH:14][C:15]2[CH:20]=[CH:19][CH:18]=[CH:17][CH:16]=2)[CH:13]=[CH:12][CH:11]=[CH:10][CH:9]=1.CC(C)([O-])C.[Na+]. The yield is 0.990. (2) The reactants are Cl.C([CH:6]([N:10]1[CH2:18][CH2:17][N:16]([C:19](C(C)(C)C)(C(C)(C)C)[C:20]([O-:22])=[O:21])[CH2:15][CH2:14][N:13]([CH2:31][C:32]([O-:34])=[O:33])[CH:12]([CH2:35][N:36]([CH2:45][C:46]([O:48]C(C)(C)C)=[O:47])[CH2:37][C:38](=[O:44])[O:39]C(C)(C)C)[CH2:11]1)[C:7]([O-:9])=[O:8])(C)(C)C. No catalyst specified. The product is [C:46]([CH2:45][N:36]([CH2:35][CH:12]1[CH2:11][N:10]([CH2:6][C:7]([OH:9])=[O:8])[CH2:18][CH2:17][N:16]([CH2:19][C:20]([OH:22])=[O:21])[CH2:15][CH2:14][N:13]1[CH2:31][C:32]([OH:34])=[O:33])[CH2:37][C:38]([OH:44])=[O:39])([OH:48])=[O:47]. The yield is 0.580. (3) The reactants are [C:1]1([Mg]Br)[CH:6]=[CH:5][CH:4]=[CH:3][CH:2]=1.[CH:9](=[O:13])/[CH:10]=[CH:11]/[CH3:12].[Cl-].[NH4+]. The catalyst is O1CCCC1.CCOCC. The product is [C:1]1([CH:9]([OH:13])[CH:10]=[CH:11][CH3:12])[CH:6]=[CH:5][CH:4]=[CH:3][CH:2]=1. The yield is 0.999. (4) The reactants are [OH-].[Na+].[CH3:3][N:4]([CH3:23])[C:5](=[O:22])[CH2:6][CH2:7][CH2:8][C:9]1[CH:14]=[CH:13][C:12]([NH:15]C(=O)C(F)(F)F)=[CH:11][CH:10]=1. The catalyst is CO. The product is [CH3:23][N:4]([CH3:3])[C:5](=[O:22])[CH2:6][CH2:7][CH2:8][C:9]1[CH:10]=[CH:11][C:12]([NH2:15])=[CH:13][CH:14]=1. The yield is 0.660. (5) The reactants are [Br:1]N1C(C)(C)C(=O)N(Br)C1=O.[CH3:12][C:13]1[C:18]([OH:19])=[C:17]([CH3:20])[C:16]([CH3:21])=[CH:15][N:14]=1. The catalyst is C1COCC1. The product is [Br:1][C:15]1[N:14]=[C:13]([CH3:12])[C:18]([OH:19])=[C:17]([CH3:20])[C:16]=1[CH3:21]. The yield is 0.800. (6) The reactants are C(O[C:6](=O)[N:7]([CH2:9][C:10]1[CH:14]=[C:13]([C:15]2[CH:20]=[CH:19][CH:18]=[CH:17][CH:16]=2)[N:12]([S:21]([C:24]2[C:25]([Cl:30])=[N:26][CH:27]=[CH:28][CH:29]=2)(=[O:23])=[O:22])[CH:11]=1)C)(C)(C)C.C(OCC)(=O)C.Cl. The catalyst is C(OCC)(=O)C. The product is [ClH:30].[Cl:30][C:25]1[C:24]([S:21]([N:12]2[C:13]([C:15]3[CH:20]=[CH:19][CH:18]=[CH:17][CH:16]=3)=[CH:14][C:10]([CH2:9][NH:7][CH3:6])=[CH:11]2)(=[O:22])=[O:23])=[CH:29][CH:28]=[CH:27][N:26]=1. The yield is 0.490. (7) The yield is 0.880. The reactants are [N:1]1[CH:6]=[CH:5][CH:4]=[N:3][C:2]=1[O:7][CH:8]([C:10]1[CH:19]=[CH:18][C:13]([C:14]([O:16]C)=[O:15])=[CH:12][CH:11]=1)[CH3:9].O.[OH-].[Li+].O.CO. The product is [N:1]1[CH:6]=[CH:5][CH:4]=[N:3][C:2]=1[O:7][CH:8]([C:10]1[CH:19]=[CH:18][C:13]([C:14]([OH:16])=[O:15])=[CH:12][CH:11]=1)[CH3:9]. The catalyst is O1CCCC1. (8) The reactants are C[C:2]([C:9]1[C:10]([C:22]([CH3:25])([CH3:24])[CH3:23])=[C:11]2[C:18]3[CH2:19][CH2:20][CH2:21][C:17]=3[S:16][C:12]2=[N:13][C:14]=1[CH3:15])([CH2:6][CH2:7][CH3:8])[C:3]([O-:5])=[O:4].[OH-].[Na+].Cl. The catalyst is C(O)C. The product is [CH3:15][C:14]1[N:13]=[C:12]2[S:16][C:17]3[CH2:21][CH2:20][CH2:19][C:18]=3[C:11]2=[C:10]([C:22]([CH3:25])([CH3:24])[CH3:23])[C:9]=1[CH:2]([CH2:6][CH2:7][CH3:8])[C:3]([OH:5])=[O:4]. The yield is 0.440.